Dataset: Full USPTO retrosynthesis dataset with 1.9M reactions from patents (1976-2016). Task: Predict the reactants needed to synthesize the given product. Given the product [Br:22][C:23]1[CH:31]=[CH:30][C:26]([C:27]2[CH:2]=[C:1]([C:3]3[CH:8]=[CH:7][C:6]([C:9]4[CH:14]=[CH:13][CH:12]=[CH:11][CH:10]=4)=[C:5]([C:15]([F:16])([F:17])[F:18])[CH:4]=3)[O:29][N:28]=2)=[CH:25][CH:24]=1, predict the reactants needed to synthesize it. The reactants are: [C:1]([C:3]1[CH:8]=[CH:7][C:6]([C:9]2[CH:14]=[CH:13][CH:12]=[CH:11][CH:10]=2)=[C:5]([C:15]([F:18])([F:17])[F:16])[CH:4]=1)#[CH:2].[O-]Cl.[Na+].[Br:22][C:23]1[CH:31]=[CH:30][C:26]([CH:27]=[N:28][OH:29])=[CH:25][CH:24]=1.